This data is from Experimentally validated miRNA-target interactions with 360,000+ pairs, plus equal number of negative samples. The task is: Binary Classification. Given a miRNA mature sequence and a target amino acid sequence, predict their likelihood of interaction. (1) The miRNA is hsa-miR-199b-5p with sequence CCCAGUGUUUAGACUAUCUGUUC. The protein sequence of the target gene is MDYSYDEDLDELCPVCGDKVSGYHYGLLTCESCKGFFKRTVQNNKHYTCTESQSCKIDKTQRKRCPFCRFQKCLTVGMRLEAVRADRMRGGRNKFGPMYKRDRALKQQKKAQIRANGFKLETGPPMGVPPPPPPPPDYMLPPSLHAPEPKALVSGPPSGPLGDFGAPSLPMAVPGPHGPLAGYLYPAFSNRTIKSEYPEPYASPPQQPGPPYSYPEPFSGGPNVPELILQLLQLEPEEDQVRARIVGCLQEPAKSRSDQPAPFSLLCRMADQTFISIVDWARRCMVFKELEVADQMTLLQ.... Result: 0 (no interaction). (2) The miRNA is hsa-miR-8081 with sequence CUUGAGUCGUGCCUUUCUGAAUG. The protein sequence of the target gene is MAKHLKFIARTVMVQEGNVESAYRTLNRILTMDGLIEDIKHRRYYEKPCCRRQRESYERCRRIYNMEMARKINFLMRKNRADPWQGC. Result: 1 (interaction). (3) The miRNA is hsa-miR-134-3p with sequence CCUGUGGGCCACCUAGUCACCAA. The protein sequence of the target gene is MMGCFALQTVDTELTADSVEWCPLQGCRHLLACGTYQLRRPEDRPAGPQNKGGMEVKEPQVRLGRLFLYSFNDNNSIHPLVEVQRKDTSAILDMKWCHIPVAGHALLGLADASGSIQLLRLVESEKSHVLEPLSSLALEEQCLALSLDWSTGKTGRAGDQPLKIISSDSTGQLHLLMVNETRPRLQKVASWQAHQFEAWIAAFNYWHPEIVYSGGDDGLLRGWDTRVPGKFLFTSKRHTMGVCSIQSSPHREHILATGSYDEHILLWDTRNMKQPLADTPVQGGVWRIKWHPFHHHLLLA.... Result: 0 (no interaction). (4) The miRNA is hsa-miR-4522 with sequence UGACUCUGCCUGUAGGCCGGU. The protein sequence of the target gene is MSFLGGFFGPICEIDIVLNDGETRKMAEMKTEDGKVEKHYLFYDGESVSGKVNLAFKQPGKRLEHQGIRIEFVGQIELFNDKSNTHEFVNLVKELALPGELTQSRSYDFEFMQVEKPYESYIGANVRLRYFLKVTIVRRLTDLVKEYDLIVHQLATYPDVNNSIKMEVGIEDCLHIEFEYNKSKYHLKDVIVGKIYFLLVRIKIQHMELQLIKKEITGIGPSTTTETETIAKYEIMDGAPVKGESIPIRLFLAGYDPTPTMRDVNKKFSVRYFLNLVLVDEEDRRYFKQQEIILWRKAPE.... Result: 0 (no interaction). (5) The protein sequence of the target gene is MKHLVAAWLLVGLSLGVPQFGKGDICNPNPCENGGICLSGLADDSFSCECPEGFAGPNCSSVVEVASDEEKPTSAGPCIPNPCHNGGTCEISEAYRGDTFIGYVCKCPRGFNGIHCQHNINECEAEPCRNGGICTDLVANYSCECPGEFMGRNCQYKCSGPLGIEGGIISNQQITASSTHRALFGLQKWYPYYARLNKKGLINAWTAAENDRWPWIQINLQRKMRVTGVITQGAKRIGSPEYIKSYKIAYSNDGKTWAMYKVKGTNEEMVFRGNVDNNTPYANSFTPPIKAQYVRLYPQI.... Result: 0 (no interaction). The miRNA is mmu-miR-466p-3p with sequence AUACAUACACGCACACAUAAGA. (6) The miRNA is hsa-miR-3189-5p with sequence UGCCCCAUCUGUGCCCUGGGUAGGA. The protein sequence of the target gene is MAALYRPGLRLNWHGLSPLGWPSCRSIQTLRVLSGDLGQLPTGIRDFVEHSARLCQPEGIHICDGTEAENTATLTLLEQQGLIRKLPKYNNCWLARTDPKDVARVESKTVIVTPSQRDTVPLPPGGARGQLGNWMSPADFQRAVDERFPGCMQGRTMYVLPFSMGPVGSPLSRIGVQLTDSAYVVASMRIMTRLGTPVLQALGDGDFVKCLHSVGQPLTGQGEPVSQWPCNPEKTLIGHVPDQREIISFGSGYGGNSLLGKKCFALRIASRLARDEGWLAEHMLILGITSPAGKKRYVAA.... Result: 0 (no interaction). (7) The miRNA is hsa-miR-125a-5p with sequence UCCCUGAGACCCUUUAACCUGUGA. The protein sequence of the target gene is MAFTNYSSLNRAQLTFEYLHTNSTTHEFLFGALAELVDNARDADATRIDIYAERREDLRGGFMLCFLDDGAGMDPSDAASVIQFGKSAKRTPESTQIGQYGNGLKSGSMRIGKDFILFTKKEDTMTCLFLSRTFHEEEGIDEVIVPLPTWNARTREPVTDNVEKFAIETELIYKYSPFRTEEEVMTQFMKIPGDSGTLVIIFNLKLMDNGEPELDIISNPRDIQMAETSPEGTKPERRSFRAYAAVLYIDPRMRIFIHGHKVQTKRLSCCLYKPRMYKYTSSRFKTRAEQEVKKAEHVAR.... Result: 1 (interaction). (8) The miRNA is hsa-miR-3620-3p with sequence UCACCCUGCAUCCCGCACCCAG. The protein sequence of the target gene is MAQHDFAPAWLNFPTPPSSTKSSLNFEKHSENFSWTENRYDVSRRRHNSSDGFDSGIGRPNGGNFGRKEKNGWRTHGRNGTENINHRGGYHGGNSRSRSSIFHSGKSQGLHENSIPDNETGRKEDKRERRQFEAEDFPSLNPEYEREPNQNKSLAAGVWDYPPNPKSRTPRMLVIKKGNTKDLQLSGFPVAGNLQSQPVKNGTGPSVYKGLVPKPAVPPTKPTQWKSQTKENKVGTSFSHESTYGVGNFNTFKSTAKNISPSTNSVKECNRSNSSSPVDKLNQQPRLTKLTRMRSDKKSE.... Result: 0 (no interaction). (9) The miRNA is hsa-miR-4662a-5p with sequence UUAGCCAAUUGUCCAUCUUUAG. The protein sequence of the target gene is MKAADEPAYLTVGTDVSAKYRGAFCEAKIKTVKRLVKVKVLLKQDNTTQLVQDDQVKGPLRVGAIVETRTSDGSFQEAIISKLTDASWYTVVFDDGDERTLRRTSLCLKGERHFAESETLDQLPLTNPEHFGTPVIAKKTNRGRRSSLPVTEDEKEEESSEEEDEDKRRLNDELLGKVVSVVSATERTEWYPALVISPSCNDDITVKKDQCLVRSFIDSKFYSIARKDIKEVDILNLPESELSTKPGLQKASIFLKTRVVPDNWKMDISEILESSSSDDEDGPAEENDEEKEKEAKKTEE.... Result: 0 (no interaction).